From a dataset of Retrosynthesis with 50K atom-mapped reactions and 10 reaction types from USPTO. Predict the reactants needed to synthesize the given product. (1) Given the product CC(C)(C)OC(=O)NCC1CCN1C(=O)c1ccccc1-c1ccccc1, predict the reactants needed to synthesize it. The reactants are: CC(C)(C)OC(=O)NCC1CCN1.O=C(O)c1ccccc1-c1ccccc1. (2) Given the product CCOC(=O)C[C@H](NC(=O)c1ccc(-c2ccc(F)c(F)c2)cc1NC(=O)Nc1c(C)cc(C)cc1C)C(=O)O, predict the reactants needed to synthesize it. The reactants are: CCOC(=O)C[C@H](NC(=O)c1ccc(-c2ccc(F)c(F)c2)cc1NC(=O)Nc1c(C)cc(C)cc1C)C(=O)OCc1ccccc1. (3) Given the product COC(=O)c1c(C)cc(N2CCOCC2)nc1OC, predict the reactants needed to synthesize it. The reactants are: C1COCCN1.COC(=O)c1c(C)cc(Cl)nc1OC. (4) Given the product CC(=O)Nc1ncnc(N[C@@H]2CCCc3ccccc32)n1, predict the reactants needed to synthesize it. The reactants are: CC(=O)OC(C)=O.Nc1ncnc(N[C@@H]2CCCc3ccccc32)n1. (5) Given the product Cc1nc(Cl)cnc1C(=O)O, predict the reactants needed to synthesize it. The reactants are: COC(=O)c1ncc(Cl)nc1C. (6) Given the product Cc1ncc(C=CC(=O)CCCCCNC(=O)OC(C)(C)C)cn1, predict the reactants needed to synthesize it. The reactants are: COP(=O)(CC(=O)CCCCCNC(=O)OC(C)(C)C)OC.Cc1ncc(C=O)cn1. (7) Given the product Cc1ccc(CN2CC[C@H](O[Si](C)(C)C(C)(C)C)C2=O)cc1, predict the reactants needed to synthesize it. The reactants are: CC(C)(C)[Si](C)(C)O[C@H]1CCNC1=O.Cc1ccc(CBr)cc1.